From a dataset of Peptide-MHC class I binding affinity with 185,985 pairs from IEDB/IMGT. Regression. Given a peptide amino acid sequence and an MHC pseudo amino acid sequence, predict their binding affinity value. This is MHC class I binding data. (1) The peptide sequence is GSENPKSLY. The MHC is Mamu-A02 with pseudo-sequence Mamu-A02. The binding affinity (normalized) is 1.00. (2) The peptide sequence is ETINEEAADW. The MHC is HLA-B40:01 with pseudo-sequence HLA-B40:01. The binding affinity (normalized) is 0. (3) The peptide sequence is RKCCRAKFKQLLQH. The MHC is HLA-B35:01 with pseudo-sequence HLA-B35:01. The binding affinity (normalized) is 0. (4) The peptide sequence is ILNRKAIDF. The MHC is HLA-B18:01 with pseudo-sequence HLA-B18:01. The binding affinity (normalized) is 0.0847. (5) The peptide sequence is CTTAMLKNL. The MHC is Mamu-A01 with pseudo-sequence Mamu-A01. The binding affinity (normalized) is 0.396.